From a dataset of Catalyst prediction with 721,799 reactions and 888 catalyst types from USPTO. Predict which catalyst facilitates the given reaction. Product: [C:1]([O:5][C:6]([N:8]1[CH2:13][CH2:12][CH:11]([C:14]([O:16][CH2:17][C:18]2[CH:23]=[CH:22][CH:21]=[CH:20][CH:19]=2)=[O:15])[CH2:10][CH2:9]1)=[O:7])([CH3:4])([CH3:2])[CH3:3]. The catalyst class is: 21. Reactant: [C:1]([O:5][C:6]([N:8]1[CH2:13][CH2:12][CH:11]([C:14]([OH:16])=[O:15])[CH2:10][CH2:9]1)=[O:7])([CH3:4])([CH3:3])[CH3:2].[CH2:17](Br)[C:18]1[CH:23]=[CH:22][CH:21]=[CH:20][CH:19]=1.C(=O)([O-])[O-].[K+].[K+].